Task: Regression. Given a target protein amino acid sequence and a drug SMILES string, predict the binding affinity score between them. We predict pIC50 (pIC50 = -log10(IC50 in M); higher means more potent). Dataset: bindingdb_ic50.. Dataset: Drug-target binding data from BindingDB using IC50 measurements (1) The compound is COP(=O)(O)O[C@@H](c1ccccc1-c1ccc(Cl)cc1)C1CCN(c2ccc(C(=O)NS(=O)(=O)c3ccc(N[C@H](CCN4CCOCC4)CSc4ccccc4)c(S(=O)(=O)C(F)(F)F)c3)cc2)CC1. The target protein sequence is MAHAGRTGYDNREIVMKYIHYKLSQRGYEWDAGDVGAAPPGAAPAPGIFSSQPGHTPHPAASRDPVARTSPLQTPAAPGAAAGPALSPVPPVVHLTLRQAGDDFSRRYRRDFAEMSSQLHLTPFTARGRFATVVEELFRDGVNWGRIVAFFEFGGVMCVESVNREMSPLVDNIALWMTEYLNRHLHTWIQDNGGWDAFVELYGP. The pIC50 is 9.0. (2) The drug is CSCC[C@H](NC(=O)[C@H](CC(C)C)NC(=O)CNC(=O)[C@@H](NC(=O)[C@H](Cc1ccccc1)NC(=O)[C@H](CCC(N)=O)NC(=O)[C@H](CCC(N)=O)NC(=O)[C@H]1CCCN1C(=O)[C@H](CCCCN)NC(=O)[C@@H]1CCCN1C(=O)[C@@H](N)CCCNC(=N)N)[C@H]1CCc2ccccc21)C(N)=O. The target protein (P16177) has sequence MASVPRGENWTDGTVEVGTHTGNLSSALGVTEWLALQAGNFSSALGLPATTQAPSQVRANLTNQFVQPSWRIALWSLAYGLVVAVAVFGNLIVIWIILAHKRMRTVTNYFLVNLAFSDASVAAFNTLINFIYGLHSEWYFGANYCRFQNFFPITAVFASIYSMTAIAVDRYMAIIDPLKPRLSATATKIVIGSIWILAFLLAFPQCLYSKIKVMPGRTLCYVQWPEGPKQHFTYHIIVIILVYCFPLLIMGVTYTIVGITLWGGEIPGDTCDKYHEQLKAKRKVVKMMIIVVVTFAICWLPYHVYFILTAIYQQLNRWKYIQQVYLASFWLAMSSTMYNPIIYCCLNKRFRAGFKRAFRWCPFIQVSSYDELELKTTRFHPTRQSSLYTVSRMESVTVLFDPNDGDPTKSSRKKRAVPRDPSANGCSHRGSKSASTTSSFISSPYTSVDEYS. The pIC50 is 7.0. (3) The target protein (P24046) has sequence MLAVPNMRFGIFLLWWGWVLATESRMHWPGREVHEMSKKGRPQRQRREVHEDAHKQVSPILRRSPDITKSPLTKSEQLLRIDDHDFSMRPGFGGPAIPVGVDVQVESLDSISEVDMDFTMTLYLRHYWKDERLSFPSTNNLSMTFDGRLVKKIWVPDMFFVHSKRSFIHDTTTDNVMLRVQPDGKVLYSLRVTVTAMCNMDFSRFPLDTQTCSLEIESYAYTEDDLMLYWKKGNDSLKTDERISLSQFLIQEFHTTTKLAFYSSTGWYNRLYINFTLRRHIFFFLLQTYFPATLMVMLSWVSFWIDRRAVPARVPLGITTVLTMSTIITGVNASMPRVSYIKAVDIYLWVSFVFVFLSVLEYAAVNYLTTVQERKEQKLREKLPCTSGLPPPRTAMLDGNYSDGEVNDLDNYMPENGEKPDRMMVQLTLASERSSPQRKSQRSSYVSMRIDTHAIDKYSRIIFPAAYILFNLIYWSIFS. The pIC50 is 3.1. The small molecule is NC[C@@H]1C[C@@H]1C(=O)O. (4) The compound is O=C(O)C1CCN(Cc2coc3cc(Oc4nc5ncccc5s4)ccc23)CC1. The target protein (P24527) has sequence MPEVADTCSLASPASVCRTQHLHLRCSVDFARRTLTGTAALTVQSQEENLRSLTLDTKDLTIEKVVINGQEVKYTLGESQGYKGSPMEISLPIALSKNQEIVIEISFETSPKSSALQWLTPEQTSGKQHPYLFSQCQAIHCRAILPCQDTPSVKLTYTAEVSVPKELVALMSAIRDGEAPDPEDPSRKIYRFNQRVPIPCYLIALVVGALESRQIGPRTLVWSEKEQVEKSANEFSETESMLKIAEDLGGPYVWGQYDLLVLPPSFPYGGMENPCLTFVTPTLLAGDKSLSNVIAHEISHSWTGNLVTNKTWDHFWLNEGHTVYLERHICGRLFGEKFRHFHALGGWGELQNTIKTFGESHPFTKLVVDLKDVDPDVAYSSIPYEKGFALLFYLEQLLGGPEVFLGFLKAYVKKFSYQSVTTDDWKSFLYSHFKDKVDLLNQVDWNTWLYAPGLPPVKPNYDVTLTNACIALSQRWVTAKEEDLSSFSIADLKDLSSHQL.... The pIC50 is 6.5. (5) The small molecule is Cc1ccc(C(=O)Oc2ccc(C(=O)c3ccccc3C)cc2C)cc1. The target protein (P59264) has sequence HLLQFRKMIKKMTGKEPIVSYAFYGCYCGKGGRGKPKDATDRCCFVHDCCYEKVTGCDPKWSYYTYSLEDGDIVCEGDPYCTKVKCECDKKAAICFRDNLKTYKNRYMTFPDIFCTDPTEGC. The pIC50 is 4.1.